From a dataset of CYP2C19 inhibition data for predicting drug metabolism from PubChem BioAssay. Regression/Classification. Given a drug SMILES string, predict its absorption, distribution, metabolism, or excretion properties. Task type varies by dataset: regression for continuous measurements (e.g., permeability, clearance, half-life) or binary classification for categorical outcomes (e.g., BBB penetration, CYP inhibition). Dataset: cyp2c19_veith. (1) The drug is C[C@@H](C(=O)Nc1ccc2ccccc2c1)[C@H]1C[C@]1(C)[C@H](NP(=O)(c1ccccc1)c1ccccc1)c1ccccc1. The result is 1 (inhibitor). (2) The molecule is CCOC(=O)COc1c(C=O)cc(Br)cc1OC. The result is 1 (inhibitor). (3) The compound is O=C(O)CCc1nc(-c2ccccc2-n2cccc2)no1. The result is 0 (non-inhibitor). (4) The drug is O=C1[C@H]2CC[C@H]3/C(=N\OC[C@@H](O)COCc4ccco4)C[C@@H](O)[C@@H](O)[C@@H]3[C@@H]2C(=O)N1c1cccc(Oc2ccccc2)c1. The result is 0 (non-inhibitor).